The task is: Predict the product of the given reaction.. This data is from Forward reaction prediction with 1.9M reactions from USPTO patents (1976-2016). Given the reactants [CH2:1]([O:3][C:4](=[O:17])[CH2:5][CH:6]1[C:15]2[C:10](=[CH:11][C:12]([OH:16])=[CH:13][CH:14]=2)[CH2:9][CH2:8][CH2:7]1)[CH3:2].C(N(CC)CC)C.[S:25](O[S:25]([C:28]([F:31])([F:30])[F:29])(=[O:27])=[O:26])([C:28]([F:31])([F:30])[F:29])(=[O:27])=[O:26], predict the reaction product. The product is: [F:29][C:28]([F:31])([F:30])[S:25]([O:16][C:12]1[CH:11]=[C:10]2[C:15](=[CH:14][CH:13]=1)[CH:6]([CH2:5][C:4]([O:3][CH2:1][CH3:2])=[O:17])[CH2:7][CH2:8][CH2:9]2)(=[O:27])=[O:26].